This data is from Forward reaction prediction with 1.9M reactions from USPTO patents (1976-2016). The task is: Predict the product of the given reaction. (1) Given the reactants [CH3:1][O:2][C:3]([C:5]1[S:9][C:8]2[CH:10]=[C:11]([NH2:14])[CH:12]=[CH:13][C:7]=2[C:6]=1[O:15][CH2:16][C:17]([O:19][CH3:20])=[O:18])=[O:4].[C:21](Cl)(=[O:28])[C:22]1[CH:27]=[CH:26][CH:25]=[CH:24][CH:23]=1.C(N(CC)CC)C, predict the reaction product. The product is: [CH3:1][O:2][C:3]([C:5]1[S:9][C:8]2[CH:10]=[C:11]([NH:14][C:21](=[O:28])[C:22]3[CH:27]=[CH:26][CH:25]=[CH:24][CH:23]=3)[CH:12]=[CH:13][C:7]=2[C:6]=1[O:15][CH2:16][C:17]([O:19][CH3:20])=[O:18])=[O:4]. (2) Given the reactants [CH3:1][CH:2]([CH3:39])[C:3]([O:5][C@H:6]([O:10][C:11]([O:13]N1C(=O)[C@@H](OC(=O)C2C=CC=CC=2)[C@H](OC(=O)C2C=CC=CC=2)C1=O)=O)[CH:7]([CH3:9])[CH3:8])=[O:4].[NH2:40][CH2:41][CH2:42][CH2:43][P:44]([CH2:47][CH2:48][CH2:49][CH3:50])(=[O:46])[OH:45].C1COCC1, predict the reaction product. The product is: [C:3]([O:5][C@H:6]([O:10][C:11]([NH:40][CH2:41][CH2:42][CH2:43][P:44]([CH2:47][CH2:48][CH2:49][CH3:50])(=[O:45])[OH:46])=[O:13])[CH:7]([CH3:8])[CH3:9])(=[O:4])[CH:2]([CH3:1])[CH3:39].